Dataset: Peptide-MHC class II binding affinity with 134,281 pairs from IEDB. Task: Regression. Given a peptide amino acid sequence and an MHC pseudo amino acid sequence, predict their binding affinity value. This is MHC class II binding data. (1) The peptide sequence is RFKYLLNVSYLCHLV. The MHC is DRB1_0301 with pseudo-sequence DRB1_0301. The binding affinity (normalized) is 0.652. (2) The peptide sequence is FEAMYLGTCQTLTPM. The MHC is HLA-DPA10201-DPB10501 with pseudo-sequence HLA-DPA10201-DPB10501. The binding affinity (normalized) is 0.0369. (3) The peptide sequence is AFVATTNPWASQEG. The MHC is DRB4_0101 with pseudo-sequence DRB4_0103. The binding affinity (normalized) is 0.564. (4) The peptide sequence is ANERADLIAYLKQGTK. The MHC is H-2-IEk with pseudo-sequence H-2-IEk. The binding affinity (normalized) is 0.593.